From a dataset of Reaction yield outcomes from USPTO patents with 853,638 reactions. Predict the reaction yield, written as a fraction of the theoretical maximum amount of product (1.0 means a 100% yield; for example, 0.34 means a 34% yield). (1) The reactants are [C:1]1([CH:13]2[CH2:18][CH2:17][C:16](=[CH:19][C:20]([O:22][CH2:23][CH3:24])=[O:21])[CH2:15][CH2:14]2)[N:2]=[N:3][N:4]2[C:9]=1[C:8]1[CH:10]=[CH:11][NH:12][C:7]=1[N:6]=[CH:5]2.C1(C2CCC(=CC#N)CC2)N=NN2C=1C1C=CNC=1N=C2. No catalyst specified. The product is [C:1]1([CH:13]2[CH2:14][CH2:15][CH:16]([CH2:19][C:20]([O:22][CH2:23][CH3:24])=[O:21])[CH2:17][CH2:18]2)[N:2]=[N:3][N:4]2[C:9]=1[C:8]1[CH:10]=[CH:11][NH:12][C:7]=1[N:6]=[CH:5]2. The yield is 0.510. (2) The reactants are Cl.[C:2]1([C@@H:14]2[CH2:18][CH2:17][C@@H:16]([NH2:19])[CH2:15]2)[N:6]2[C:7]3[CH:13]=[CH:12][NH:11][C:8]=3[N:9]=[CH:10][C:5]2=[N:4][N:3]=1.[N:20]1([C:25](Cl)=[O:26])[CH2:24][CH2:23][CH2:22][CH2:21]1. The catalyst is C1COCC1. The product is [C:2]1([C@@H:14]2[CH2:18][CH2:17][C@@H:16]([NH:19][C:25]([N:20]3[CH2:24][CH2:23][CH2:22][CH2:21]3)=[O:26])[CH2:15]2)[N:6]2[C:7]3[CH:13]=[CH:12][NH:11][C:8]=3[N:9]=[CH:10][C:5]2=[N:4][N:3]=1. The yield is 0.0800. (3) The reactants are [CH2:1]([OH:8])[C:2]1[CH:7]=[CH:6][CH:5]=[CH:4][CH:3]=1.[H-].[Na+].F[C:12]1[CH:19]=[C:18]([F:20])[CH:17]=[CH:16][C:13]=1[C:14]#[N:15]. The catalyst is C1(C)C=CC=CC=1. The product is [CH2:1]([O:8][C:12]1[CH:19]=[C:18]([F:20])[CH:17]=[CH:16][C:13]=1[C:14]#[N:15])[C:2]1[CH:7]=[CH:6][CH:5]=[CH:4][CH:3]=1. The yield is 0.810. (4) The reactants are [Cl-].O[NH3+:3].[C:4](=[O:7])([O-])[OH:5].[Na+].CS(C)=O.[OH:13][C:14]([CH3:54])([CH3:53])[C:15]([CH3:52])([CH3:51])[O:16][C:17]1[CH:22]=[CH:21][C:20]([N:23]2[C:28](=[O:29])[C:27]([CH2:30][C:31]3[CH:36]=[CH:35][C:34]([C:37]4[C:38]([C:43]#[N:44])=[CH:39][CH:40]=[CH:41][CH:42]=4)=[CH:33][CH:32]=3)=[C:26]([CH2:45][CH2:46][CH3:47])[N:25]3[N:48]=[CH:49][N:50]=[C:24]23)=[CH:19][CH:18]=1. The catalyst is C(OCC)(=O)C. The product is [OH:13][C:14]([CH3:53])([CH3:54])[C:15]([CH3:52])([CH3:51])[O:16][C:17]1[CH:22]=[CH:21][C:20]([N:23]2[C:28](=[O:29])[C:27]([CH2:30][C:31]3[CH:36]=[CH:35][C:34]([C:37]4[CH:42]=[CH:41][CH:40]=[CH:39][C:38]=4[C:43]4[NH:3][C:4](=[O:7])[O:5][N:44]=4)=[CH:33][CH:32]=3)=[C:26]([CH2:45][CH2:46][CH3:47])[N:25]3[N:48]=[CH:49][N:50]=[C:24]23)=[CH:19][CH:18]=1. The yield is 0.480. (5) The reactants are F[P-](F)(F)(F)(F)F.N1(OC(N(C)C)=[N+](C)C)C2N=CC=CC=2N=N1.[C:25]([O:29][C:30]([NH:32][C:33]1([C:48]([OH:50])=O)[CH2:38][CH2:37][N:36]([C:39]2[C:40]3[CH:47]=[CH:46][NH:45][C:41]=3[N:42]=[CH:43][N:44]=2)[CH2:35][CH2:34]1)=[O:31])([CH3:28])([CH3:27])[CH3:26].[NH2:51][CH:52]([C:57]1[CH:62]=[CH:61][C:60]([Cl:63])=[CH:59][CH:58]=1)[CH2:53][CH2:54][CH2:55][OH:56].C(N(C(C)C)C(C)C)C. The catalyst is CN(C=O)C. The product is [Cl:63][C:60]1[CH:59]=[CH:58][C:57]([CH:52]([NH:51][C:48]([C:33]2([NH:32][C:30](=[O:31])[O:29][C:25]([CH3:28])([CH3:27])[CH3:26])[CH2:34][CH2:35][N:36]([C:39]3[C:40]4[CH:47]=[CH:46][NH:45][C:41]=4[N:42]=[CH:43][N:44]=3)[CH2:37][CH2:38]2)=[O:50])[CH2:53][CH2:54][CH2:55][OH:56])=[CH:62][CH:61]=1. The yield is 0.674. (6) The reactants are [H-].[Na+].[Br:3][C:4]1[CH:5]=[C:6]([CH:16]=[CH:17][CH:18]=1)[CH2:7][NH:8][C:9](=[O:15])[O:10][C:11]([CH3:14])([CH3:13])[CH3:12].[CH3:19]I. The catalyst is CN(C=O)C. The product is [Br:3][C:4]1[CH:5]=[C:6]([CH:16]=[CH:17][CH:18]=1)[CH2:7][N:8]([CH3:19])[C:9](=[O:15])[O:10][C:11]([CH3:14])([CH3:13])[CH3:12]. The yield is 0.920. (7) The reactants are [CH3:1][O:2][C:3]1[CH:41]=[CH:40][C:6]2[CH:7]=[C:8]([C:10]3[O:14][N:13]=[C:12]([C:15]4[CH:16]=[CH:17][C:18]5[O:22][C:21]([C:23]6([NH:31]C(=O)OC(C)(C)C)[CH2:28][O:27]C(C)(C)[O:25][CH2:24]6)=[CH:20][C:19]=5[CH:39]=4)[N:11]=3)[O:9][C:5]=2[CH:4]=1.ClC1C=C(C2ON=C(C3C=CC4OC(C5(NC(=O)OC(C)(C)C)COC(C)(C)OC5)=CC=4C=3)N=2)C=CC=1OCCC. No catalyst specified. The product is [NH2:31][C:23]([C:21]1[O:22][C:18]2[CH:17]=[CH:16][C:15]([C:12]3[N:11]=[C:10]([C:8]4[O:9][C:5]5[CH:4]=[C:3]([O:2][CH3:1])[CH:41]=[CH:40][C:6]=5[CH:7]=4)[O:14][N:13]=3)=[CH:39][C:19]=2[CH:20]=1)([CH2:28][OH:27])[CH2:24][OH:25]. The yield is 0.260.